This data is from TCR-epitope binding with 47,182 pairs between 192 epitopes and 23,139 TCRs. The task is: Binary Classification. Given a T-cell receptor sequence (or CDR3 region) and an epitope sequence, predict whether binding occurs between them. The epitope is NLSALGIFST. The TCR CDR3 sequence is CASSLPSRQSFSYEQYF. Result: 1 (the TCR binds to the epitope).